This data is from Peptide-MHC class I binding affinity with 185,985 pairs from IEDB/IMGT. The task is: Regression. Given a peptide amino acid sequence and an MHC pseudo amino acid sequence, predict their binding affinity value. This is MHC class I binding data. (1) The peptide sequence is LRKERLAKL. The MHC is HLA-B15:17 with pseudo-sequence HLA-B15:17. The binding affinity (normalized) is 0.0847. (2) The peptide sequence is KTKHLCRLIR. The MHC is Mamu-B03 with pseudo-sequence Mamu-B03. The binding affinity (normalized) is 0.196.